Task: Predict the product of the given reaction.. Dataset: Forward reaction prediction with 1.9M reactions from USPTO patents (1976-2016) The product is: [NH2:45][C:41]1[N:40]=[CH:39][N:38]=[C:37]2[C:42]=1[N:43]=[CH:44][N:36]2[C@@H:29]([CH2:30][CH2:31][CH2:32][CH2:33][CH2:34][CH3:35])[C@H:27]([OH:26])[CH3:28]. Given the reactants [F-].C([N+](CCCC)(CCCC)CCCC)CCC.[Si]([O:26][C@@H:27]([C@@H:29]([N:36]1[CH:44]=[N:43][C:42]2[C:37]1=[N:38][CH:39]=[N:40][C:41]=2[NH2:45])[CH2:30][CH2:31][CH2:32][CH2:33][CH2:34][CH3:35])[CH3:28])(C(C)(C)C)(C)C.ClCCl.CO, predict the reaction product.